This data is from Peptide-MHC class I binding affinity with 185,985 pairs from IEDB/IMGT. The task is: Regression. Given a peptide amino acid sequence and an MHC pseudo amino acid sequence, predict their binding affinity value. This is MHC class I binding data. The peptide sequence is LRYTSQLDL. The MHC is HLA-B39:01 with pseudo-sequence HLA-B39:01. The binding affinity (normalized) is 0.0847.